Dataset: Reaction yield outcomes from USPTO patents with 853,638 reactions. Task: Predict the reaction yield, written as a fraction of the theoretical maximum amount of product (1.0 means a 100% yield; for example, 0.34 means a 34% yield). The reactants are [Br:1][C:2]1[C:11]2[C:6](=[CH:7][C:8]([S:12](Cl)(=[O:14])=[O:13])=[CH:9][CH:10]=2)[C:5](=[O:16])[NH:4][CH:3]=1.[CH3:17][O:18][C:19]1[CH:31]=[CH:30][C:22]([CH2:23][NH:24][C:25]2[CH:29]=[CH:28][O:27][N:26]=2)=[CH:21][CH:20]=1.[Li+].C[Si]([N-][Si](C)(C)C)(C)C. The catalyst is C1COCC1. The product is [Br:1][C:2]1[C:11]2[C:6](=[CH:7][C:8]([S:12]([N:24]([C:25]3[CH:29]=[CH:28][O:27][N:26]=3)[CH2:23][C:22]3[CH:21]=[CH:20][C:19]([O:18][CH3:17])=[CH:31][CH:30]=3)(=[O:14])=[O:13])=[CH:9][CH:10]=2)[C:5](=[O:16])[NH:4][CH:3]=1. The yield is 0.618.